Dataset: Forward reaction prediction with 1.9M reactions from USPTO patents (1976-2016). Task: Predict the product of the given reaction. Given the reactants F[C:2]([CH3:9])([CH3:8])[CH:3]([C:5]([OH:7])=[O:6])[NH2:4].C([O-])(O)=O.[Na+].[C:15](Cl)(=[O:22])[C:16]1[CH:21]=[CH:20][CH:19]=[CH:18][CH:17]=1.Cl, predict the reaction product. The product is: [C:15]([NH:4][C:3](=[C:2]([CH3:9])[CH3:8])[C:5]([OH:7])=[O:6])(=[O:22])[C:16]1[CH:21]=[CH:20][CH:19]=[CH:18][CH:17]=1.